Dataset: Full USPTO retrosynthesis dataset with 1.9M reactions from patents (1976-2016). Task: Predict the reactants needed to synthesize the given product. (1) The reactants are: C(Cl)(=O)C(Cl)=O.[O:7]([C:14]1[CH:15]=[C:16]([CH:20]=[CH:21][CH:22]=1)[C:17]([OH:19])=O)[C:8]1[CH:13]=[CH:12][CH:11]=[CH:10][CH:9]=1.[CH3:23][N:24]([CH:35]1[CH2:40][CH2:39][N:38]([CH3:41])[CH2:37][CH2:36]1)[C:25]1[O:26][C:27]2[CH:33]=[CH:32][C:31]([NH2:34])=[CH:30][C:28]=2[N:29]=1.N1C=CC=CC=1. Given the product [CH3:23][N:24]([CH:35]1[CH2:40][CH2:39][N:38]([CH3:41])[CH2:37][CH2:36]1)[C:25]1[O:26][C:27]2[CH:33]=[CH:32][C:31]([NH:34][C:17](=[O:19])[C:16]3[CH:20]=[CH:21][CH:22]=[C:14]([O:7][C:8]4[CH:9]=[CH:10][CH:11]=[CH:12][CH:13]=4)[CH:15]=3)=[CH:30][C:28]=2[N:29]=1, predict the reactants needed to synthesize it. (2) Given the product [CH:5]1([CH2:4][CH2:3][CH2:2][NH:11][CH2:12][CH:13]([O:20][CH3:17])[O:14][CH3:23])[CH2:10][CH2:9][CH2:8][CH2:7][CH2:6]1, predict the reactants needed to synthesize it. The reactants are: Cl[CH2:2][CH2:3][CH2:4][CH:5]1[CH2:10][CH2:9][CH2:8][CH2:7][CH2:6]1.[NH2:11][CH2:12][CH:13]=[O:14].[I-].[Na+].[C:17](=[O:20])([O-])[O-].[K+].[K+].[CH3:23]N(C)C=O. (3) Given the product [O:42]1[CH2:1][CH2:7][C@@H:8]([CH2:9][NH:10][C:27]([C:26]2[CH:30]=[CH:31][C:23]([NH:22][C:20]([N:12]3[CH2:11][C:19]4[C:14](=[CH:15][CH:16]=[CH:17][CH:18]=4)[CH2:13]3)=[O:21])=[N:24][CH:25]=2)=[O:29])[CH2:41]1, predict the reactants needed to synthesize it. The reactants are: [C:1]1([CH2:7][CH2:8][CH2:9][NH2:10])C=CC=CC=1.[CH2:11]1[C:19]2[C:14](=[CH:15][CH:16]=[CH:17][CH:18]=2)[CH2:13][N:12]1[C:20]([NH:22][C:23]1[CH:31]=[CH:30][C:26]([C:27]([OH:29])=O)=[CH:25][N:24]=1)=[O:21].C1C2C(=CC=CC=2)CN1[C:41](NC1C=CC(C(O)=O)=CC=1)=[O:42]. (4) The reactants are: [OH:1][C:2]([CH3:19])([CH3:18])[CH2:3][C:4]1[CH:9]=[CH:8][N:7]=[C:6]([NH:10][C:11](=[O:17])[O:12][C:13]([CH3:16])([CH3:15])[CH3:14])[CH:5]=1.[H-].[Na+].F[C:23]1[C:32]2[C:27](=[CH:28][CH:29]=[CH:30][CH:31]=2)[C:26]([N+:33]([O-:35])=[O:34])=[CH:25][CH:24]=1. Given the product [CH3:18][C:2]([O:1][C:23]1[C:32]2[C:27](=[CH:28][CH:29]=[CH:30][CH:31]=2)[C:26]([N+:33]([O-:35])=[O:34])=[CH:25][CH:24]=1)([CH3:19])[CH2:3][C:4]1[CH:9]=[CH:8][N:7]=[C:6]([NH:10][C:11](=[O:17])[O:12][C:13]([CH3:14])([CH3:16])[CH3:15])[CH:5]=1, predict the reactants needed to synthesize it. (5) Given the product [Br:3][C:4]1[CH:5]=[C:6]([CH2:7][CH:8]([OH:9])[CH2:10][C:11]2[CH:16]=[CH:15][CH:14]=[C:13]([Br:17])[CH:12]=2)[CH:18]=[CH:19][CH:20]=1, predict the reactants needed to synthesize it. The reactants are: [BH4-].[Na+].[Br:3][C:4]1[CH:5]=[C:6]([CH:18]=[CH:19][CH:20]=1)[CH2:7][C:8]([CH2:10][C:11]1[CH:16]=[CH:15][CH:14]=[C:13]([Br:17])[CH:12]=1)=[O:9].C(O)(C)C.C(O)(=O)C. (6) Given the product [Cl:7][CH2:8][C:9]([O:6][C:3]([C:1]#[N:2])([CH3:5])[CH3:4])=[O:10], predict the reactants needed to synthesize it. The reactants are: [C:1]([C:3]([OH:6])([CH3:5])[CH3:4])#[N:2].[Cl:7][CH2:8][C:9](Cl)=[O:10].Cl.